Dataset: NCI-60 drug combinations with 297,098 pairs across 59 cell lines. Task: Regression. Given two drug SMILES strings and cell line genomic features, predict the synergy score measuring deviation from expected non-interaction effect. (1) Drug 1: CC12CCC3C(C1CCC2=O)CC(=C)C4=CC(=O)C=CC34C. Drug 2: C1CC(=O)NC(=O)C1N2C(=O)C3=CC=CC=C3C2=O. Cell line: BT-549. Synergy scores: CSS=44.8, Synergy_ZIP=2.13, Synergy_Bliss=2.17, Synergy_Loewe=2.92, Synergy_HSA=2.30. (2) Drug 1: CC1C(C(CC(O1)OC2CC(OC(C2O)C)OC3=CC4=CC5=C(C(=O)C(C(C5)C(C(=O)C(C(C)O)O)OC)OC6CC(C(C(O6)C)O)OC7CC(C(C(O7)C)O)OC8CC(C(C(O8)C)O)(C)O)C(=C4C(=C3C)O)O)O)O. Drug 2: CN(C(=O)NC(C=O)C(C(C(CO)O)O)O)N=O. Cell line: SK-OV-3. Synergy scores: CSS=17.0, Synergy_ZIP=1.98, Synergy_Bliss=2.31, Synergy_Loewe=-43.6, Synergy_HSA=1.16. (3) Drug 1: CCC1=CC2CC(C3=C(CN(C2)C1)C4=CC=CC=C4N3)(C5=C(C=C6C(=C5)C78CCN9C7C(C=CC9)(C(C(C8N6C)(C(=O)OC)O)OC(=O)C)CC)OC)C(=O)OC.C(C(C(=O)O)O)(C(=O)O)O. Drug 2: C1=NNC2=C1C(=O)NC=N2. Cell line: OVCAR-5. Synergy scores: CSS=50.2, Synergy_ZIP=1.07, Synergy_Bliss=4.27, Synergy_Loewe=-71.5, Synergy_HSA=3.13.